Dataset: Catalyst prediction with 721,799 reactions and 888 catalyst types from USPTO. Task: Predict which catalyst facilitates the given reaction. Reactant: [C:1]([O:5][C:6](=[O:36])[N:7]([C:15]1[C:16]([CH3:35])([CH3:34])[S:17](=[O:33])(=[O:32])[CH2:18][C@:19]([C:22]2[CH:27]=[C:26]([N+:28]([O-:30])=[O:29])[CH:25]=[CH:24][C:23]=2[OH:31])([CH3:21])[N:20]=1)[C:8]([O:10][C:11]([CH3:14])([CH3:13])[CH3:12])=[O:9])([CH3:4])([CH3:3])[CH3:2].C(N(CC)C(C)C)(C)C.C(=O)=O.CC(C)=O.[F:53][C:54]([F:67])([F:66])[S:55](O[S:55]([C:54]([F:67])([F:66])[F:53])(=[O:57])=[O:56])(=[O:57])=[O:56]. Product: [F:53][C:54]([F:67])([F:66])[S:55]([O:31][C:23]1[CH:24]=[CH:25][C:26]([N+:28]([O-:30])=[O:29])=[CH:27][C:22]=1[C@@:19]1([CH3:21])[N:20]=[C:15]([N:7]([C:8]([O:10][C:11]([CH3:14])([CH3:12])[CH3:13])=[O:9])[C:6]([O:5][C:1]([CH3:2])([CH3:3])[CH3:4])=[O:36])[C:16]([CH3:35])([CH3:34])[S:17](=[O:33])(=[O:32])[CH2:18]1)(=[O:57])=[O:56]. The catalyst class is: 2.